From a dataset of NCI-60 drug combinations with 297,098 pairs across 59 cell lines. Regression. Given two drug SMILES strings and cell line genomic features, predict the synergy score measuring deviation from expected non-interaction effect. Drug 1: CC1C(C(CC(O1)OC2CC(CC3=C2C(=C4C(=C3O)C(=O)C5=C(C4=O)C(=CC=C5)OC)O)(C(=O)C)O)N)O.Cl. Drug 2: C(=O)(N)NO. Cell line: SNB-19. Synergy scores: CSS=27.4, Synergy_ZIP=8.44, Synergy_Bliss=8.72, Synergy_Loewe=-9.45, Synergy_HSA=9.18.